Dataset: Experimentally validated miRNA-target interactions with 360,000+ pairs, plus equal number of negative samples. Task: Binary Classification. Given a miRNA mature sequence and a target amino acid sequence, predict their likelihood of interaction. The miRNA is hsa-miR-345-3p with sequence GCCCUGAACGAGGGGUCUGGAG. The protein sequence of the target gene is MHSKTAPRFLVFLLLTLLLLLAASPVASKGCVCKGKGQCLCAGTKGEKGEKGVPGSPGFPGQKGFPGPEGLPGPQGPKGSPGLPGLTGPKGIRGITGLPGFAGPPGLPGLPGHPGPRGLAGLPGCNGSKGEQGFPGFPGTPGYAGLPGPDGLKGQKGEPAQGEDRGFNGKGDPGPPGVPGFQGFPGLPGFPGPAGPPGPPGFFGLPGAMGPRGPKGHMGDSVIGQKGERGMKGLTGPPGPPGTVIFTLTQPYNKSDFKGEKGDEGERGEPGPPGPSGPPGDSYGSEKGAPGEPGPRGKPG.... Result: 0 (no interaction).